Predict which catalyst facilitates the given reaction. From a dataset of Catalyst prediction with 721,799 reactions and 888 catalyst types from USPTO. (1) Reactant: [NH2:1][C:2]([NH:4][C:5]1[CH:9]=[C:8](Br)[S:7][C:6]=1[C:11]([NH2:13])=[O:12])=[O:3].[S:14]1[C:18]2[CH:19]=[CH:20][CH:21]=[CH:22][C:17]=2[C:16](B(O)O)=[CH:15]1. Product: [NH2:1][C:2]([NH:4][C:5]1[CH:9]=[C:8]([C:16]2[C:17]3[CH:22]=[CH:21][CH:20]=[CH:19][C:18]=3[S:14][CH:15]=2)[S:7][C:6]=1[C:11]([NH2:13])=[O:12])=[O:3]. The catalyst class is: 57. (2) Reactant: [F:1][C:2]1[N:7]=[C:6]([C:8]2[N:9]([CH2:13][C:14]3[N:19]=[N:18][C:17]([NH2:20])=[CH:16][C:15]=3[CH2:21][CH2:22][CH3:23])[CH:10]=[CH:11][N:12]=2)[CH:5]=[CH:4][CH:3]=1.Cl[CH2:25][CH:26]=O.CCOC(C)=O. Product: [F:1][C:2]1[N:7]=[C:6]([C:8]2[N:9]([CH2:13][C:14]3[C:15]([CH2:21][CH2:22][CH3:23])=[CH:16][C:17]4[N:18]([CH:25]=[CH:26][N:20]=4)[N:19]=3)[CH:10]=[CH:11][N:12]=2)[CH:5]=[CH:4][CH:3]=1. The catalyst class is: 136. (3) Reactant: [F:1][C:2]1[CH:9]=[C:8]([F:10])[CH:7]=[C:6]([F:11])[C:3]=1[CH2:4][NH2:5].[C:12](N1C=CN=C1)(N1C=CN=C1)=[O:13].C([N:26](CC)CC)C.FC1C=C(OC)C=C(F)C=1CN1[C:40]2[N:41]=[CH:42][CH:43]=[CH:44][C:39]=2[S:38](=[O:46])(=[O:45])[N:37]([C:47]2[CH:52]=[CH:51]C(OC)=[C:49]([O:55][CH3:56])[CH:48]=2)[C:36]1=[O:57]. Product: [CH3:56][O:55][C:49]1[CH:48]=[C:47]([N:37]2[C:36](=[O:57])[N:5]([CH2:4][C:3]3[C:2]([F:1])=[CH:9][C:8]([F:10])=[CH:7][C:6]=3[F:11])[C:40]3[N:41]=[CH:42][CH:43]=[CH:44][C:39]=3[S:38]2(=[O:45])=[O:46])[CH:52]=[C:51]([O:13][CH3:12])[N:26]=1. The catalyst class is: 3. (4) Reactant: FC(F)(F)S(O[C:7]1[C:18]([CH3:19])=[N:17][C:10]2[N:11]=[C:12]([NH:15][CH3:16])[N:13]=[CH:14][C:9]=2[CH:8]=1)(=O)=O.[F:22][C:23]1[CH:29]=[C:28]([CH3:30])[C:27](B2OC(C)(C)C(C)(C)O2)=[CH:26][C:24]=1[NH2:25].C([O-])(O)=O.[Na+]. Product: [NH2:25][C:24]1[C:23]([F:22])=[CH:29][C:28]([CH3:30])=[C:27]([C:7]2[C:18]([CH3:19])=[N:17][C:10]3[N:11]=[C:12]([NH:15][CH3:16])[N:13]=[CH:14][C:9]=3[CH:8]=2)[CH:26]=1. The catalyst class is: 70. (5) Reactant: [S-2].[Na+].[Na+].C(=O)(O)[O-].[Na+].[N+:9]([C:12]1[C:21]2[C:16](=[C:17]([N+:22]([O-])=O)[CH:18]=[CH:19][CH:20]=2)[CH:15]=[CH:14][CH:13]=1)([O-:11])=[O:10]. Product: [N+:9]([C:12]1[CH:13]=[CH:14][CH:15]=[C:16]2[C:21]=1[CH:20]=[CH:19][CH:18]=[C:17]2[NH2:22])([O-:11])=[O:10]. The catalyst class is: 72. (6) Reactant: [Mg].II.Br[C:5]1[C:6]([F:13])=[C:7]([CH3:12])[C:8]([F:11])=[CH:9][CH:10]=1.[C:14](=[O:16])=[O:15]. Product: [F:13][C:6]1[C:7]([CH3:12])=[C:8]([F:11])[CH:9]=[CH:10][C:5]=1[C:14]([OH:16])=[O:15]. The catalyst class is: 30. (7) Reactant: [OH:1][C:2]1[CH:7]=[CH:6][C:5]([C:8](=[O:10])[CH3:9])=[CH:4][C:3]=1[CH3:11].[CH:12](I)([CH3:14])[CH3:13].C(=O)([O-])[O-].[K+].[K+]. Product: [CH:12]([O:1][C:2]1[CH:7]=[CH:6][C:5]([C:8](=[O:10])[CH3:9])=[CH:4][C:3]=1[CH3:11])([CH3:14])[CH3:13]. The catalyst class is: 21.